This data is from Full USPTO retrosynthesis dataset with 1.9M reactions from patents (1976-2016). The task is: Predict the reactants needed to synthesize the given product. (1) Given the product [CH3:18][O:17][C@@H:5]([CH2:6][C:7]1[CH:8]=[CH:9][C:10]([C:13]#[C:14][CH2:15][O:20][C:21]2[CH:33]=[CH:32][C:31]3[C:30]4[C:25](=[CH:26][CH:27]=[CH:28][CH:29]=4)[C:24](=[O:34])[C:23]=3[CH:22]=2)=[CH:11][CH:12]=1)[C:4]([OH:3])=[O:19], predict the reactants needed to synthesize it. The reactants are: C([O:3][C:4](=[O:19])[C@@H:5]([O:17][CH3:18])[CH2:6][C:7]1[CH:12]=[CH:11][C:10]([C:13]#[C:14][CH2:15]Cl)=[CH:9][CH:8]=1)C.[OH:20][C:21]1[CH:33]=[CH:32][C:31]2[C:30]3[C:25](=[CH:26][CH:27]=[CH:28][CH:29]=3)[C:24](=[O:34])[C:23]=2[CH:22]=1. (2) Given the product [CH3:6][C:5]([O:7][C:8]1[CH:13]=[CH:12][C:11]([O:14][CH2:15][CH2:16][CH:17]([O:21][C:22]2[CH:36]=[CH:35][C:25]3[C:26]([C:29]4[CH:30]=[CH:31][CH:32]=[CH:33][CH:34]=4)=[CH:27][O:28][C:24]=3[CH:23]=2)[CH2:18][CH2:19][CH3:20])=[CH:10][CH:9]=1)([CH3:37])[C:4]([OH:38])=[O:3], predict the reactants needed to synthesize it. The reactants are: C([O:3][C:4](=[O:38])[C:5]([CH3:37])([O:7][C:8]1[CH:13]=[CH:12][C:11]([O:14][CH2:15][CH2:16][CH:17]([O:21][C:22]2[CH:36]=[CH:35][C:25]3[C:26]([C:29]4[CH:34]=[CH:33][CH:32]=[CH:31][CH:30]=4)=[CH:27][O:28][C:24]=3[CH:23]=2)[CH2:18][CH2:19][CH3:20])=[CH:10][CH:9]=1)[CH3:6])C.[OH-].[Na+].Cl. (3) Given the product [Cl:38][C:35]1[CH:34]=[CH:33][C:32]([C@@H:14]([C:11]2[CH:10]=[CH:9][C:8]([CH2:7][N:1]3[CH:5]=[CH:4][N:3]=[CH:2]3)=[CH:13][CH:12]=2)[N:15]2[CH2:18][C:17](=[C:19]([C:24]3[CH:25]=[C:26]([F:31])[CH:27]=[C:28]([F:30])[CH:29]=3)[S:20]([CH3:23])(=[O:21])=[O:22])[CH2:16]2)=[CH:37][CH:36]=1, predict the reactants needed to synthesize it. The reactants are: [NH:1]1[CH:5]=[CH:4][N:3]=[CH:2]1.Cl[CH2:7][C:8]1[CH:13]=[CH:12][C:11]([C@H:14]([C:32]2[CH:37]=[CH:36][C:35]([Cl:38])=[CH:34][CH:33]=2)[N:15]2[CH2:18][C:17](=[C:19]([C:24]3[CH:29]=[C:28]([F:30])[CH:27]=[C:26]([F:31])[CH:25]=3)[S:20]([CH3:23])(=[O:22])=[O:21])[CH2:16]2)=[CH:10][CH:9]=1.[I-].[Na+]. (4) Given the product [CH3:24][O:23][C:20]1[N:19]=[C:18]([O:25][CH3:26])[C:17]([C:13]2[CH:12]=[C:11]([N:9]3[CH:10]=[C:6]([C:4]([C:29]4[CH:34]=[CH:33][CH:32]=[CH:31][C:30]=4[O:35][CH3:36])=[O:5])[N:7]=[CH:8]3)[CH:16]=[CH:15][CH:14]=2)=[CH:22][N:21]=1, predict the reactants needed to synthesize it. The reactants are: CON(C)[C:4]([C:6]1[N:7]=[CH:8][N:9]([C:11]2[CH:16]=[CH:15][CH:14]=[C:13]([C:17]3[C:18]([O:25][CH3:26])=[N:19][C:20]([O:23][CH3:24])=[N:21][CH:22]=3)[CH:12]=2)[CH:10]=1)=[O:5].Br[C:29]1[CH:34]=[CH:33][CH:32]=[CH:31][C:30]=1[O:35][CH3:36]. (5) Given the product [CH2:1]([O:3][C:4]([C:6]1[N:7]([CH2:18][C:19]2[C:28]3[C:23](=[CH:24][CH:25]=[C:26]([F:29])[CH:27]=3)[CH:22]=[CH:21][CH:20]=2)[C:8]2[C:13]([CH:14]=1)=[C:12]([O:15][CH3:16])[CH:11]=[CH:10][CH:9]=2)=[O:5])[CH3:2], predict the reactants needed to synthesize it. The reactants are: [CH2:1]([O:3][C:4]([C:6]1[NH:7][C:8]2[C:13]([CH:14]=1)=[C:12]([O:15][CH3:16])[CH:11]=[CH:10][CH:9]=2)=[O:5])[CH3:2].Br[CH2:18][C:19]1[C:28]2[C:23](=[CH:24][CH:25]=[C:26]([F:29])[CH:27]=2)[CH:22]=[CH:21][CH:20]=1. (6) Given the product [ClH:25].[Br:1][C:2]1[CH:3]=[C:4]2[C:8](=[CH:9][CH:10]=1)[N:7]([CH2:11][CH:12]1[CH2:13][CH2:14][NH:15][CH2:16][CH2:17]1)[CH:6]=[CH:5]2, predict the reactants needed to synthesize it. The reactants are: [Br:1][C:2]1[CH:3]=[C:4]2[C:8](=[CH:9][CH:10]=1)[N:7]([CH2:11][CH:12]1[CH2:17][CH2:16][N:15](C(OC(C)(C)C)=O)[CH2:14][CH2:13]1)[CH:6]=[CH:5]2.[ClH:25].CO. (7) Given the product [Cl:27][C:24]1[CH:25]=[CH:26][C:21]([CH2:20][N:1]2[C:10]3[C:5](=[CH:6][CH:7]=[CH:8][C:9]=3[C:11]([O:13][CH2:14][CH3:15])=[O:12])[CH2:4][CH2:3][CH2:2]2)=[CH:22][CH:23]=1, predict the reactants needed to synthesize it. The reactants are: [NH:1]1[C:10]2[C:5](=[CH:6][CH:7]=[CH:8][C:9]=2[C:11]([O:13][CH2:14][CH3:15])=[O:12])[CH2:4][CH2:3][CH2:2]1.[H-].[Na+].BrC[CH2:20][C:21]1[CH:26]=[CH:25][C:24]([Cl:27])=[CH:23][CH:22]=1.O.